From a dataset of Reaction yield outcomes from USPTO patents with 853,638 reactions. Predict the reaction yield, written as a fraction of the theoretical maximum amount of product (1.0 means a 100% yield; for example, 0.34 means a 34% yield). (1) The reactants are [CH2:1]([N:3]1[C:11]2[C:6](=[C:7]([CH2:12][N:13]([CH3:18])[C:14](=[O:17])[CH:15]=[CH2:16])[CH:8]=[CH:9][CH:10]=2)[CH:5]=[CH:4]1)[CH3:2].CC(=C)C(NCC1SC2C=CC=CC=2C=1C)=O.Br[C:37]1[CH:38]=[C:39]2[C:44](=[N:45][CH:46]=1)[NH:43][C:42](=[O:47])[CH2:41][CH2:40]2.BrC1C=NC2NC(=O)C(C)(C)NCC=2C=1. No catalyst specified. The product is [CH2:1]([N:3]1[C:11]2[C:6](=[C:7]([CH2:12][N:13]([CH3:18])[C:14](=[O:17])/[CH:15]=[CH:16]/[C:37]3[CH:46]=[N:45][C:44]4[NH:43][C:42](=[O:47])[CH2:41][CH2:40][C:39]=4[CH:38]=3)[CH:8]=[CH:9][CH:10]=2)[CH:5]=[CH:4]1)[CH3:2]. The yield is 0.460. (2) The yield is 0.250. The catalyst is O1CCCC1. The product is [CH3:23][C:22]1[C:21]([C:20]([O:25][CH3:26])=[O:24])=[CH:16][NH:17][CH:18]=1. The reactants are CC(C)([O-])C.[K+].C1(C)C=CC(S([CH2:16][N+:17]#[C-:18])(=O)=O)=CC=1.[C:20]([O:25][CH3:26])(=[O:24])/[CH:21]=[CH:22]/[CH3:23].O. (3) The reactants are [Cl:1][C:2]1[CH:10]=[C:9]2[C:5]([CH:6]=[CH:7][NH:8]2)=[CH:4][C:3]=1B1OCC(C)(C)CO1.[C:19](=[O:22])([O-])[O-].[K+].[K+].Br[C:26]1[CH:31]=[CH:30][C:29]([CH:32]2[CH2:36][CH2:35][CH2:34][N:33]2[S:37]([CH3:40])(=[O:39])=[O:38])=[CH:28][CH:27]=1. The catalyst is C1C=CC(P(C2C=CC=CC=2)[C-]2C=CC=C2)=CC=1.C1C=CC(P(C2C=CC=CC=2)[C-]2C=CC=C2)=CC=1.Cl[Pd]Cl.[Fe+2].O1CCOCC1.CN(C)C=O. The product is [Cl:1][C:2]1[CH:10]=[C:9]2[C:5]([C:6]([CH:19]=[O:22])=[CH:7][NH:8]2)=[CH:4][C:3]=1[C:26]1[CH:27]=[CH:28][C:29]([CH:32]2[CH2:36][CH2:35][CH2:34][N:33]2[S:37]([CH3:40])(=[O:38])=[O:39])=[CH:30][CH:31]=1. The yield is 0.240. (4) The reactants are [NH2:1][C:2]1[CH:3]=[N:4][N:5]([CH3:7])[CH:6]=1.Cl[C:9]1[N:14]=[C:13]([N:15]2[CH2:20][CH2:19][O:18][CH2:17][CH2:16]2)[N:12]=[C:11]([N:21]2[C:25]3[CH:26]=[CH:27][CH:28]=[CH:29][C:24]=3[N:23]=[C:22]2[CH:30]([F:32])[F:31])[N:10]=1.O. The catalyst is CS(C)=O. The product is [F:32][CH:30]([F:31])[C:22]1[N:21]([C:11]2[N:12]=[C:13]([N:15]3[CH2:16][CH2:17][O:18][CH2:19][CH2:20]3)[N:14]=[C:9]([NH:1][C:2]3[CH:3]=[N:4][N:5]([CH3:7])[CH:6]=3)[N:10]=2)[C:25]2[CH:26]=[CH:27][CH:28]=[CH:29][C:24]=2[N:23]=1. The yield is 0.180. (5) The reactants are [CH2:1]([C:5]1[N:6]=[C:7]([SH:27])[NH:8][C:9](=[O:26])[C:10]=1[CH2:11][C:12]1[CH:17]=[CH:16][C:15]([C:18]2[C:19]([C:24]#[N:25])=[CH:20][CH:21]=[CH:22][CH:23]=2)=[CH:14][CH:13]=1)[CH2:2][CH2:3][CH3:4].[CH3:28]I.[OH-].[K+].CO. The catalyst is C(OCC)(=O)C. The product is [CH2:1]([C:5]1[N:6]=[C:7]([S:27][CH3:28])[NH:8][C:9](=[O:26])[C:10]=1[CH2:11][C:12]1[CH:17]=[CH:16][C:15]([C:18]2[C:19]([C:24]#[N:25])=[CH:20][CH:21]=[CH:22][CH:23]=2)=[CH:14][CH:13]=1)[CH2:2][CH2:3][CH3:4]. The yield is 0.950. (6) The reactants are [Si:1]([O:8][CH2:9][CH2:10]/[CH:11]=[CH:12]/[C:13]1[CH:14]=[CH:15][C:16](/[C:21](/[C:40]2[CH:45]=[CH:44][C:43]([C:46]([CH3:49])([CH3:48])[CH3:47])=[CH:42][CH:41]=2)=[CH:22]/[C@@H:23]2[N:27]([CH2:28][C:29]3[CH:34]=[CH:33][C:32]([O:35][CH3:36])=[CH:31][C:30]=3[O:37][CH3:38])[C:26](=[O:39])[CH2:25][CH2:24]2)=[N:17][C:18]=1[O:19][CH3:20])([C:4]([CH3:7])([CH3:6])[CH3:5])([CH3:3])[CH3:2].[H][H]. The catalyst is CO.C(OCC)(=O)C.[Pd].[Br-].[Zn+2].[Br-]. The product is [Si:1]([O:8][CH2:9][CH2:10][CH2:11][CH2:12][C:13]1[CH:14]=[CH:15][C:16](/[C:21](/[C:40]2[CH:41]=[CH:42][C:43]([C:46]([CH3:49])([CH3:48])[CH3:47])=[CH:44][CH:45]=2)=[CH:22]/[C@@H:23]2[N:27]([CH2:28][C:29]3[CH:34]=[CH:33][C:32]([O:35][CH3:36])=[CH:31][C:30]=3[O:37][CH3:38])[C:26](=[O:39])[CH2:25][CH2:24]2)=[N:17][C:18]=1[O:19][CH3:20])([C:4]([CH3:7])([CH3:6])[CH3:5])([CH3:2])[CH3:3]. The yield is 0.620. (7) The reactants are [Cl:1][C:2]1[CH:17]=[CH:16][CH:15]=[C:14]([F:18])[C:3]=1[CH2:4][O:5][C:6]1[CH:13]=[CH:12][C:9]([CH:10]=O)=[CH:8][CH:7]=1.C([O-])(=O)C.[NH4+].[N+:24]([CH3:27])([O-:26])=[O:25]. No catalyst specified. The product is [Cl:1][C:2]1[CH:17]=[CH:16][CH:15]=[C:14]([F:18])[C:3]=1[CH2:4][O:5][C:6]1[CH:13]=[CH:12][C:9](/[CH:10]=[CH:27]/[N+:24]([O-:26])=[O:25])=[CH:8][CH:7]=1. The yield is 0.780. (8) The reactants are [CH3:1][O:2][C:3]1[CH:8]=[CH:7][C:6]([N:9]2[C:13]3[C:14](=[O:18])[NH:15][CH2:16][CH2:17][C:12]=3[C:11]([C:19]([F:22])([F:21])[F:20])=[N:10]2)=[CH:5][CH:4]=1.[H-].[Na+].Br[CH2:26][C:27]([OH:29])=[O:28]. The catalyst is CN(C=O)C. The product is [C:12]([O:29][C:27](=[O:28])[CH2:26][N:15]1[CH2:16][CH2:17][C:12]2[C:11]([C:19]([F:22])([F:20])[F:21])=[N:10][N:9]([C:6]3[CH:5]=[CH:4][C:3]([O:2][CH3:1])=[CH:8][CH:7]=3)[C:13]=2[C:14]1=[O:18])([CH3:17])([CH3:13])[CH3:11]. The yield is 0.990. (9) The catalyst is C1COCC1. The yield is 0.640. The product is [Cl:3][C:4]1[CH:5]=[CH:6][C:7]([C:10](=[O:21])[CH2:11][N:12]2[CH:16]=[CH:15][CH:14]=[C:13]2[C:17]([OH:19])=[O:18])=[CH:8][CH:9]=1. The reactants are [OH-].[Li+].[Cl:3][C:4]1[CH:9]=[CH:8][C:7]([C:10](=[O:21])[CH2:11][N:12]2[CH:16]=[CH:15][CH:14]=[C:13]2[C:17]([O:19]C)=[O:18])=[CH:6][CH:5]=1.Cl.